Dataset: Full USPTO retrosynthesis dataset with 1.9M reactions from patents (1976-2016). Task: Predict the reactants needed to synthesize the given product. (1) Given the product [CH2:1]([N:3]1[CH:4]2[CH2:10][CH2:9][CH:8]1[CH2:7][CH:6]([C:11]1[N:16]3[N:17]=[C:18]([C:29]4[CH:30]=[CH:31][N:32]=[CH:33][CH:34]=4)[C:19]([C:20]4[CH:25]=[CH:24][C:23]([F:26])=[C:22]([OH:27])[CH:21]=4)=[C:15]3[N:14]=[CH:13][CH:12]=1)[CH2:5]2)[CH3:2], predict the reactants needed to synthesize it. The reactants are: [CH2:1]([N:3]1[CH:8]2[CH2:9][CH2:10][CH:4]1[CH2:5][CH:6]([C:11]1[N:16]3[N:17]=[C:18]([C:29]4[CH:34]=[CH:33][N:32]=[CH:31][CH:30]=4)[C:19]([C:20]4[CH:25]=[CH:24][C:23]([F:26])=[C:22]([O:27]C)[CH:21]=4)=[C:15]3[N:14]=[CH:13][CH:12]=1)[CH2:7]2)[CH3:2].B(Br)(Br)Br. (2) Given the product [CH:8]1([C:9]([OH:11])=[O:10])[CH2:7][CH:3]([C:4]([OH:6])=[O:5])[CH:2]([C:1]([OH:18])=[O:17])[CH2:16][CH:12]1[C:13]([OH:15])=[O:14], predict the reactants needed to synthesize it. The reactants are: [C:1]([OH:18])(=[O:17])[C:2]1[C:3](=[CH:7][C:8](=[C:12]([CH:16]=1)[C:13]([OH:15])=[O:14])[C:9]([OH:11])=[O:10])[C:4]([OH:6])=[O:5].[H][H]. (3) Given the product [N:10]([CH2:2][CH2:3][CH2:4][CH2:5][C:6]([O:8][CH3:9])=[O:7])=[N+:11]=[N-:12], predict the reactants needed to synthesize it. The reactants are: Br[CH2:2][CH2:3][CH2:4][CH2:5][C:6]([O:8][CH3:9])=[O:7].[N-:10]=[N+:11]=[N-:12].[Na+].O. (4) Given the product [NH2:42][CH2:41][CH2:40][N:2]([CH3:1])[C:3]([C:5]1[N:6]=[C:7]([N:10]2[CH2:11][CH:12]([S:14][C:15]3[C@H:16]([CH3:39])[C@@H:17]4[C@@H:34]([C@H:35]([OH:37])[CH3:36])[C:33](=[O:38])[N:18]4[C:19]=3[C:20]([OH:22])=[O:21])[CH2:13]2)[S:8][CH:9]=1)=[O:4], predict the reactants needed to synthesize it. The reactants are: [CH3:1][N:2]([CH2:40][CH2:41][NH:42]C(OCC1C=CC([N+]([O-])=O)=CC=1)=O)[C:3]([C:5]1[N:6]=[C:7]([N:10]2[CH2:13][CH:12]([S:14][C:15]3[C@H:16]([CH3:39])[C@@H:17]4[C@@H:34]([C@H:35]([OH:37])[CH3:36])[C:33](=[O:38])[N:18]4[C:19]=3[C:20]([O:22]CC3C=CC([N+]([O-])=O)=CC=3)=[O:21])[CH2:11]2)[S:8][CH:9]=1)=[O:4]. (5) Given the product [CH3:3][C:4]1[N:5]([CH2:11][CH2:12][NH2:13])[CH:6]=[CH:7][CH:8]=1, predict the reactants needed to synthesize it. The reactants are: [OH-].[Na+].[CH3:3][C:4]1[NH:5][CH:6]=[CH:7][CH:8]=1.Cl.Cl[CH2:11][CH2:12][NH2:13]. (6) Given the product [Cl:1][C:2]1[CH:3]=[C:4]([C:9]2([CH:14]([OH:22])[CH2:15][N:16]3[CH2:17][CH2:18][CH2:19][CH2:20][CH2:21]3)[CH2:10][CH2:11][CH2:12][CH2:13]2)[CH:5]=[CH:6][C:7]=1[Cl:8], predict the reactants needed to synthesize it. The reactants are: [Cl:1][C:2]1[CH:3]=[C:4]([C:9]2([C:14](=[O:22])[CH2:15][N:16]3[CH2:21][CH2:20][CH2:19][CH2:18][CH2:17]3)[CH2:13][CH2:12][CH2:11][CH2:10]2)[CH:5]=[CH:6][C:7]=1[Cl:8].[BH4-].[Na+].